The task is: Predict the reaction yield, written as a fraction of the theoretical maximum amount of product (1.0 means a 100% yield; for example, 0.34 means a 34% yield).. This data is from Reaction yield outcomes from USPTO patents with 853,638 reactions. (1) The reactants are [NH2:1][CH:2]1[CH2:5][N:4]([C:6]2[CH:7]=[C:8]([CH:14]=[CH:15][CH:16]=2)[C:9]([O:11][CH2:12][CH3:13])=[O:10])[CH2:3]1.[Cl:17][C:18]1[N:19]=[C:20]([C:25](O)=[O:26])[NH:21][C:22]=1[CH2:23][CH3:24].CCN=C=NCCCN(C)C.Cl.ON1C2C=CC=CC=2N=N1.CN1CCOCC1. No catalyst specified. The product is [Cl:17][C:18]1[N:19]=[C:20]([C:25]([NH:1][CH:2]2[CH2:3][N:4]([C:6]3[CH:7]=[C:8]([CH:14]=[CH:15][CH:16]=3)[C:9]([O:11][CH2:12][CH3:13])=[O:10])[CH2:5]2)=[O:26])[NH:21][C:22]=1[CH2:23][CH3:24]. The yield is 0.450. (2) The reactants are [C:1]([CH2:3][C:4]1([N:18]2[CH:22]=[C:21]([C:23]3[C:24]4[CH:31]=[CH:30][N:29]([CH2:32][O:33][CH2:34][CH2:35][Si:36]([CH3:39])([CH3:38])[CH3:37])[C:25]=4[N:26]=[CH:27][N:28]=3)[CH:20]=[N:19]2)[CH2:7][N:6]([C:8]2[N:9]=[CH:10][C:11]([C:14]([O:16]C)=[O:15])=[N:12][CH:13]=2)[CH2:5]1)#[N:2].O.[OH-].[Li+].Cl. The catalyst is CO.O. The product is [C:1]([CH2:3][C:4]1([N:18]2[CH:22]=[C:21]([C:23]3[C:24]4[CH:31]=[CH:30][N:29]([CH2:32][O:33][CH2:34][CH2:35][Si:36]([CH3:37])([CH3:39])[CH3:38])[C:25]=4[N:26]=[CH:27][N:28]=3)[CH:20]=[N:19]2)[CH2:7][N:6]([C:8]2[N:9]=[CH:10][C:11]([C:14]([OH:16])=[O:15])=[N:12][CH:13]=2)[CH2:5]1)#[N:2]. The yield is 0.830. (3) The reactants are [Cl:1][C:2]1[C:18]([I:19])=[CH:17][C:5]2[C:6](=O)/[C:7](=[CH:12]\N(C)C)/[CH2:8][C:9](=[O:11])[NH:10][C:4]=2[CH:3]=1.Cl.[NH2:21][C:22]([NH2:24])=[NH:23].C(=O)([O-])[O-].[K+].[K+].O. The catalyst is CCO. The product is [NH2:23][C:22]1[N:24]=[CH:12][C:7]2[CH2:8][C:9](=[O:11])[NH:10][C:4]3[CH:3]=[C:2]([Cl:1])[C:18]([I:19])=[CH:17][C:5]=3[C:6]=2[N:21]=1. The yield is 0.820.